Dataset: Forward reaction prediction with 1.9M reactions from USPTO patents (1976-2016). Task: Predict the product of the given reaction. (1) Given the reactants NS(N)(=O)=O.Cl[CH2:7][CH2:8][CH2:9][S:10]([N:13]1[CH2:18][CH2:17][CH:16]([C:19]2[C:27]3[C:22](=[C:23]([C:34]([NH2:36])=[O:35])[CH:24]=[C:25]([C:28]4[CH:33]=[CH:32][CH:31]=[CH:30][CH:29]=4)[CH:26]=3)[NH:21][CH:20]=2)[CH2:15][CH2:14]1)(=[O:12])=[O:11].[NH:37]1[CH2:42][CH2:41][O:40][CH2:39][CH2:38]1.C([O-])([O-])=O.[K+].[K+].[Na+].[I-], predict the reaction product. The product is: [N:37]1([CH2:7][CH2:8][CH2:9][S:10]([N:13]2[CH2:18][CH2:17][CH:16]([C:19]3[C:27]4[C:22](=[C:23]([C:34]([NH2:36])=[O:35])[CH:24]=[C:25]([C:28]5[CH:33]=[CH:32][CH:31]=[CH:30][CH:29]=5)[CH:26]=4)[NH:21][CH:20]=3)[CH2:15][CH2:14]2)(=[O:12])=[O:11])[CH2:42][CH2:41][O:40][CH2:39][CH2:38]1. (2) The product is: [CH3:1][O:2][C:3]([C:4]1[CH:9]=[CH:8][C:7]2[N:21]([C:15]3[CH:20]=[CH:19][CH:18]=[CH:17][CH:16]=3)[C:22]([CH3:23])=[N:11][C:6]=2[CH:5]=1)=[O:14]. Given the reactants [CH3:1][O:2][C:3](=[O:14])[C:4]1[CH:9]=[CH:8][C:7](Cl)=[C:6]([N+:11]([O-])=O)[CH:5]=1.[C:15]1([NH:21][C:22](=O)[CH3:23])[CH:20]=[CH:19][CH:18]=[CH:17][CH:16]=1.C([O-])([O-])=O.[Cs+].[Cs+], predict the reaction product. (3) Given the reactants [N:1]1[N:12]2[C:4]([N:5]=[C:6]3[C:10](=[C:11]2[C:13]2[CH:18]=[CH:17][C:16]([OH:19])=[CH:15][CH:14]=2)[CH2:9][CH2:8][CH2:7]3)=[CH:3][CH:2]=1.[Na+].[I-:21].[OH-].[Na+].[O-]Cl.[Na+], predict the reaction product. The product is: [N:1]1[N:12]2[C:4]([N:5]=[C:6]3[C:10](=[C:11]2[C:13]2[CH:18]=[CH:17][C:16]([OH:19])=[C:15]([I:21])[CH:14]=2)[CH2:9][CH2:8][CH2:7]3)=[CH:3][CH:2]=1. (4) Given the reactants CN1[C@@H]2C[C@@H](O[C:11]([CH:13]([C:16]3C=CC=C[CH:21]=3)[CH2:14]O)=O)C[C@H]1CC2.OS(O)(=O)=O.[CH3:27][CH2:28][CH2:29]C(C1(CC)C(=O)N=C([S-])NC1=O)C.[Na+].N#[N+][O-].O=O.[CH:49](Cl)([O:54]C(F)F)[C:50](F)(F)F, predict the reaction product. The product is: [CH3:11][C@H:13]1[CH2:14][C@@H:49]([OH:54])[C@H:50]([CH:28]([CH3:29])[CH3:27])[CH2:21][CH2:16]1.